Dataset: Full USPTO retrosynthesis dataset with 1.9M reactions from patents (1976-2016). Task: Predict the reactants needed to synthesize the given product. (1) Given the product [Cl:17][C:15]1[CH:14]=[C:4]([CH:3]=[C:2]([Cl:1])[CH:16]=1)[CH2:5][N:6]1[CH:10]=[CH:9][N:8]=[C:7]1[NH2:11], predict the reactants needed to synthesize it. The reactants are: [Cl:1][C:2]1[CH:3]=[C:4]([CH:14]=[C:15]([Cl:17])[CH:16]=1)[CH2:5][N:6]1[CH:10]=[CH:9][N:8]=[C:7]1[N+:11]([O-])=O. (2) Given the product [CH3:1][O:2][C:3](=[O:47])[CH2:4][C@H:5]([OH:46])[CH2:6][C@H:7]([OH:45])[CH2:8][CH2:9][C:10]1[N:11]([CH:42]([CH3:44])[CH3:43])[C:12]([C:29](=[O:41])[NH:30][C:31]2[CH:32]=[CH:33][C:34]([S:37](=[O:39])(=[O:40])[NH2:38])=[CH:35][CH:36]=2)=[C:13]([C:22]2[CH:27]=[CH:26][C:25]([F:28])=[CH:24][CH:23]=2)[C:14]=1[C:15]1[CH:20]=[CH:19][C:18]([F:21])=[CH:17][CH:16]=1, predict the reactants needed to synthesize it. The reactants are: [CH3:1][O:2][C:3](=[O:47])[CH2:4][C@H:5]([OH:46])[CH2:6][C@H:7]([OH:45])[CH:8]=[CH:9][C:10]1[N:11]([CH:42]([CH3:44])[CH3:43])[C:12]([C:29](=[O:41])[NH:30][C:31]2[CH:36]=[CH:35][C:34]([S:37](=[O:40])(=[O:39])[NH2:38])=[CH:33][CH:32]=2)=[C:13]([C:22]2[CH:27]=[CH:26][C:25]([F:28])=[CH:24][CH:23]=2)[C:14]=1[C:15]1[CH:20]=[CH:19][C:18]([F:21])=[CH:17][CH:16]=1. (3) Given the product [C:12]([NH:11][C:3]1[CH:4]=[CH:5][C:6]([N+:8]([O-:10])=[O:9])=[CH:7][C:2]=1[C:17]#[C:16][Si:18]([CH3:21])([CH3:20])[CH3:19])([CH3:15])([CH3:14])[CH3:13], predict the reactants needed to synthesize it. The reactants are: Br[C:2]1[CH:7]=[C:6]([N+:8]([O-:10])=[O:9])[CH:5]=[CH:4][C:3]=1[NH:11][C:12]([CH3:15])([CH3:14])[CH3:13].[C:16]([Si:18]([CH3:21])([CH3:20])[CH3:19])#[CH:17].N#N.